Dataset: CYP1A2 inhibition data for predicting drug metabolism from PubChem BioAssay. Task: Regression/Classification. Given a drug SMILES string, predict its absorption, distribution, metabolism, or excretion properties. Task type varies by dataset: regression for continuous measurements (e.g., permeability, clearance, half-life) or binary classification for categorical outcomes (e.g., BBB penetration, CYP inhibition). Dataset: cyp1a2_veith. (1) The compound is CCOc1ccc(OCc2ccc(C(=O)NCc3cccnc3)o2)cc1. The result is 1 (inhibitor). (2) The compound is COC(=O)[C@@H]1C[C@H]1[C@@H](NS(=O)(=O)c1ccc2ccccc2c1)c1ccccc1. The result is 1 (inhibitor). (3) The drug is COc1ccc(OC)c(Nc2nc(-c3sc(NC(=O)c4ccccc4)nc3C)cs2)c1. The result is 0 (non-inhibitor). (4) The compound is COc1ccc2c3c([nH]c2c1)[C@H]1C[C@H]2[C@H](C(=O)O)[C@@H](OC)[C@H](O)C[C@H]2CN1CC3. The result is 0 (non-inhibitor). (5) The result is 1 (inhibitor). The compound is COc1c(Cl)cc(Cl)cc1CNCCNCC(C)O.Cl. (6) The compound is Cn1c(SCc2nc3ccccc3n2CCO)nc2ccccc21. The result is 1 (inhibitor). (7) The compound is COC(=O)[C@@]1(Cc2ccc(F)cc2)[C@H]2c3cc(C(=O)N4CCCC4)n(CCCNc4ncc(C(F)(F)F)cc4Cl)c3C[C@H]2CN1C(=O)c1ccccc1. The result is 0 (non-inhibitor).